From a dataset of Forward reaction prediction with 1.9M reactions from USPTO patents (1976-2016). Predict the product of the given reaction. (1) Given the reactants C(=O)([O-])[O-].[K+].[K+].Br[CH2:8][C:9]([O:11][C:12]([CH3:15])([CH3:14])[CH3:13])=[O:10].[C:16]([C:18]1[C@@H:23]([C:24]2[CH:29]=[CH:28][C:27]([C:30]#[N:31])=[CH:26][CH:25]=2)[N:22]2[N:32]=[C:33]([NH:35][C:36](=[O:45])[O:37][CH2:38][C:39]3[CH:44]=[CH:43][CH:42]=[CH:41][CH:40]=3)[N:34]=[C:21]2[N:20]([C:46]2[CH:51]=[CH:50][CH:49]=[C:48]([C:52]([F:55])([F:54])[F:53])[CH:47]=2)[C:19]=1[CH3:56])#[N:17], predict the reaction product. The product is: [CH2:38]([O:37][C:36]([N:35]([C:33]1[N:34]=[C:21]2[N:20]([C:46]3[CH:51]=[CH:50][CH:49]=[C:48]([C:52]([F:55])([F:53])[F:54])[CH:47]=3)[C:19]([CH3:56])=[C:18]([C:16]#[N:17])[C@@H:23]([C:24]3[CH:25]=[CH:26][C:27]([C:30]#[N:31])=[CH:28][CH:29]=3)[N:22]2[N:32]=1)[CH2:8][C:9]([O:11][C:12]([CH3:15])([CH3:14])[CH3:13])=[O:10])=[O:45])[C:39]1[CH:44]=[CH:43][CH:42]=[CH:41][CH:40]=1. (2) The product is: [F:9][C:4]1[CH:5]=[C:6]([O:8][CH2:26][CH2:25][N:19]2[CH2:24][CH2:23][CH2:22][CH2:21][CH2:20]2)[CH:7]=[C:2]([F:1])[C:3]=1[N:10]1[CH2:15][CH2:14][N:13]([C:16](=[O:18])[CH3:17])[CH2:12][CH2:11]1. Given the reactants [F:1][C:2]1[CH:7]=[C:6]([OH:8])[CH:5]=[C:4]([F:9])[C:3]=1[N:10]1[CH2:15][CH2:14][N:13]([C:16](=[O:18])[CH3:17])[CH2:12][CH2:11]1.[N:19]1([CH2:25][CH2:26]O)[CH2:24][CH2:23][CH2:22][CH2:21][CH2:20]1.C1C=CC(P(C2C=CC=CC=2)C2C=CC=CC=2)=CC=1.CC(OC(/N=N/C(OC(C)C)=O)=O)C, predict the reaction product. (3) Given the reactants [OH:1][CH2:2][CH2:3][N:4]1[C:8]([CH2:9][C:10]([OH:13])([CH3:12])[CH3:11])=[CH:7][C:6]([C:14]([O:16][CH2:17][CH3:18])=[O:15])=[N:5]1.[H-].[Na+].I[CH3:22], predict the reaction product. The product is: [OH:13][C:10]([CH3:12])([CH3:11])[CH2:9][C:8]1[N:4]([CH2:3][CH2:2][O:1][CH3:22])[N:5]=[C:6]([C:14]([O:16][CH2:17][CH3:18])=[O:15])[CH:7]=1. (4) Given the reactants [Cl:1][C:2]1[C:7](I)=[C:6]([CH3:9])[N:5]=[CH:4][N:3]=1.[Br-].[F:11][C:12]([F:23])([F:22])[C:13]1[CH:18]=[CH:17][C:16]([C:19]#[C:20][Zn+])=[CH:15][CH:14]=1.O1CCCC1, predict the reaction product. The product is: [Cl:1][C:2]1[C:7]([C:20]#[C:19][C:16]2[CH:17]=[CH:18][C:13]([C:12]([F:11])([F:22])[F:23])=[CH:14][CH:15]=2)=[C:6]([CH3:9])[N:5]=[CH:4][N:3]=1. (5) Given the reactants [H-].[Na+].[NH:3]1[C:11]2[C:6](=[CH:7][CH:8]=[CH:9][CH:10]=2)[C:5]([C:12]([O:14][CH3:15])=[O:13])=[CH:4]1.[CH2:16](I)[CH3:17].O, predict the reaction product. The product is: [CH2:16]([N:3]1[C:11]2[C:6](=[CH:7][CH:8]=[CH:9][CH:10]=2)[C:5]([C:12]([O:14][CH3:15])=[O:13])=[CH:4]1)[CH3:17]. (6) Given the reactants [NH2:1][C:2]1[CH:7]=[CH:6][C:5]([O:8][CH3:9])=[CH:4][C:3]=1[S:10]([NH2:13])(=[O:12])=[O:11].[Cl:14][C:15]1[CH:20]=[CH:19][C:18]([CH2:21][CH2:22][S:23](Cl)(=[O:25])=[O:24])=[CH:17][CH:16]=1, predict the reaction product. The product is: [Cl:14][C:15]1[CH:16]=[CH:17][C:18]([CH2:21][CH2:22][S:23]([NH:1][C:2]2[CH:7]=[CH:6][C:5]([O:8][CH3:9])=[CH:4][C:3]=2[S:10]([NH2:13])(=[O:11])=[O:12])(=[O:25])=[O:24])=[CH:19][CH:20]=1.